The task is: Predict which catalyst facilitates the given reaction.. This data is from Catalyst prediction with 721,799 reactions and 888 catalyst types from USPTO. Reactant: [CH3:1][O:2][C:3]1[C:12]2[O:11][C@@H:10]([C:13]3[CH:18]=[CH:17][C:16]([OH:19])=[CH:15][CH:14]=3)[C@H:9]([CH3:20])S[C:7]=2[CH:6]=[CH:5][CH:4]=1.[Br-:21].[Br-].[Br-].C1([N+](C)(C)C)C=CC=CC=1.C1([N+](C)(C)C)C=CC=CC=1.C1([N+](C)(C)C)C=CC=CC=1.[S:54]([O-:58])([O-])(=[O:56])=S.[Na+].[Na+].C(=O)([O-])O.[Na+]. Product: [Br:21][C:17]1[CH:18]=[C:13]([C@H:10]2[C@H:9]([CH3:20])[S:54](=[O:58])(=[O:56])[C:7]3[CH:6]=[CH:5][CH:4]=[C:3]([O:2][CH3:1])[C:12]=3[O:11]2)[CH:14]=[CH:15][C:16]=1[OH:19]. The catalyst class is: 254.